From a dataset of Reaction yield outcomes from USPTO patents with 853,638 reactions. Predict the reaction yield, written as a fraction of the theoretical maximum amount of product (1.0 means a 100% yield; for example, 0.34 means a 34% yield). (1) The reactants are [CH:1]1([C:6]([C:8]2[CH:13]=[C:12]([CH3:14])[CH:11]=[CH:10][C:9]=2[NH:15][C:16]([NH:18][C:19]2[S:20][CH:21]=[C:22]([CH2:24][OH:25])[N:23]=2)=[O:17])=[O:7])[CH2:5][CH2:4][CH2:3][CH2:2]1.CCN(CC)CC.CS(C)=O.N1C=CC=CC=1.S(=O)(=O)=O. The catalyst is C(Cl)Cl.O. The product is [CH:1]1([C:6]([C:8]2[CH:13]=[C:12]([CH3:14])[CH:11]=[CH:10][C:9]=2[NH:15][C:16]([NH:18][C:19]2[S:20][CH:21]=[C:22]([CH:24]=[O:25])[N:23]=2)=[O:17])=[O:7])[CH2:5][CH2:4][CH2:3][CH2:2]1. The yield is 0.860. (2) The reactants are [CH3:1][CH:2]1[C:11](=[O:12])[CH2:10][CH2:9][C:4]2([O:8][CH2:7][CH2:6][O:5]2)[CH2:3]1.[CH2:13]=[O:14].Cl.[Cl-].[NH4+]. The catalyst is [OH-].[K+].CO. The product is [OH:14][CH2:13][C:2]1([CH3:1])[C:11](=[O:12])[CH2:10][CH2:9][C:4]2([O:5][CH2:6][CH2:7][O:8]2)[CH2:3]1. The yield is 0.560. (3) The reactants are [OH:1][C:2]1[C:7]2[C@@:8]3([OH:45])[C@@:21]([O:25][CH3:26])([C@H:22]([OH:24])[CH2:23][C:6]=2[CH:5]=[C:4]([CH3:46])[C:3]=1[C:47]([O:49][CH3:50])=[O:48])[C:20](=[O:27])[C:19]1[C:10](=[CH:11][C:12]2[C:13](=[O:43])[C:14]([NH:30][C@@H:31]4[C@H:36]([O:37][CH3:38])[C@H:35]([OH:39])[C@@H:34]([O:40][CH3:41])[C@H:33]([CH3:42])[O:32]4)=[CH:15][C:16](=O)[C:17]=2[C:18]=1[OH:28])[C:9]3=[O:44].[CH3:51][O:52][CH2:53][CH2:54][NH2:55]. The catalyst is CO. The product is [OH:1][C:2]1[C:7]2[C@@:8]3([OH:45])[C@@:21]([O:25][CH3:26])([C@H:22]([OH:24])[CH2:23][C:6]=2[CH:5]=[C:4]([CH3:46])[C:3]=1[C:47]([O:49][CH3:50])=[O:48])[C:20](=[O:27])[C:19]1[C:10](=[CH:11][C:12]2[C:13](=[O:43])[C:14]([NH:30][C@@H:31]4[C@H:36]([O:37][CH3:38])[C@H:35]([OH:39])[C@@H:34]([O:40][CH3:41])[C@H:33]([CH3:42])[O:32]4)=[CH:15]/[C:16](=[N:55]\[CH2:54][CH2:53][O:52][CH3:51])/[C:17]=2[C:18]=1[OH:28])[C:9]3=[O:44]. The yield is 0.312. (4) The reactants are Cl[C:2]1[N:7]=[C:6]([N:8]2[CH:12]=[CH:11][C:10]([C:13]([F:16])([F:15])[F:14])=[N:9]2)[N:5]=[C:4]([O:17][CH3:18])[CH:3]=1.[Cl:19][C:20]1[CH:25]=[CH:24][C:23](B(O)O)=[CH:22][CH:21]=1.COC1C=C(C2C=CC=CC=2)N=C(N2C=CC(C(F)(F)F)=N2)N=1. No catalyst specified. The product is [CH3:18][O:17][C:4]1[CH:3]=[C:2]([C:23]2[CH:24]=[CH:25][C:20]([Cl:19])=[CH:21][CH:22]=2)[N:7]=[C:6]([N:8]2[CH:12]=[CH:11][C:10]([C:13]([F:16])([F:15])[F:14])=[N:9]2)[N:5]=1. The yield is 0.450. (5) The yield is 0.480. The reactants are [CH:1]1([C:4]2[CH:9]=[C:8]([CH3:10])[C:7]([OH:11])=[C:6]([CH3:12])[CH:5]=2)[CH2:3][CH2:2]1.[H-].[Na+].[Cl:15][C:16]1[N:17]=[C:18](Cl)[C:19]2[CH:24]=[CH:23][NH:22][C:20]=2[N:21]=1. The catalyst is C1COCC1. The product is [Cl:15][C:16]1[N:17]=[C:18]([O:11][C:7]2[C:6]([CH3:12])=[CH:5][C:4]([CH:1]3[CH2:3][CH2:2]3)=[CH:9][C:8]=2[CH3:10])[C:19]2[CH:24]=[CH:23][NH:22][C:20]=2[N:21]=1. (6) The reactants are [CH2:1]([N:8]([CH2:38][C:39]1[CH:44]=[CH:43][CH:42]=[CH:41][CH:40]=1)[CH:9]1[CH2:14][CH2:13][CH:12]([C:15](=O)[CH2:16][NH:17][C:18]2[N:19]=[C:20]3[CH:26]=[CH:25][N:24]([S:27]([C:30]4[CH:36]=[CH:35][C:33]([CH3:34])=[CH:32][CH:31]=4)(=[O:29])=[O:28])[C:21]3=[N:22][CH:23]=2)[CH2:11][CH2:10]1)[C:2]1[CH:7]=[CH:6][CH:5]=[CH:4][CH:3]=1. The catalyst is CC#N. The product is [CH2:1]([N:8]([CH2:38][C:39]1[CH:44]=[CH:43][CH:42]=[CH:41][CH:40]=1)[CH:9]1[CH2:14][CH2:13][CH:12]([C:15]2[N:19]3[C:20]4[CH:26]=[CH:25][N:24]([S:27]([C:30]5[CH:36]=[CH:35][C:33]([CH3:34])=[CH:32][CH:31]=5)(=[O:29])=[O:28])[C:21]=4[N:22]=[CH:23][C:18]3=[N:17][CH:16]=2)[CH2:11][CH2:10]1)[C:2]1[CH:7]=[CH:6][CH:5]=[CH:4][CH:3]=1. The yield is 1.00.